Dataset: NCI-60 drug combinations with 297,098 pairs across 59 cell lines. Task: Regression. Given two drug SMILES strings and cell line genomic features, predict the synergy score measuring deviation from expected non-interaction effect. (1) Drug 1: C1CC(C1)(C(=O)O)C(=O)O.[NH2-].[NH2-].[Pt+2]. Drug 2: CC(C)CN1C=NC2=C1C3=CC=CC=C3N=C2N. Cell line: SW-620. Synergy scores: CSS=14.2, Synergy_ZIP=-3.64, Synergy_Bliss=-0.131, Synergy_Loewe=-0.176, Synergy_HSA=-1.58. (2) Drug 2: CC1=C2C(C(=O)C3(C(CC4C(C3C(C(C2(C)C)(CC1OC(=O)C(C(C5=CC=CC=C5)NC(=O)C6=CC=CC=C6)O)O)OC(=O)C7=CC=CC=C7)(CO4)OC(=O)C)O)C)OC(=O)C. Synergy scores: CSS=48.5, Synergy_ZIP=-1.47, Synergy_Bliss=-1.74, Synergy_Loewe=-13.4, Synergy_HSA=-1.09. Cell line: SK-OV-3. Drug 1: CC1=CC2C(CCC3(C2CCC3(C(=O)C)OC(=O)C)C)C4(C1=CC(=O)CC4)C. (3) Drug 1: C1=C(C(=O)NC(=O)N1)N(CCCl)CCCl. Drug 2: C1=NNC2=C1C(=O)NC=N2. Cell line: SK-MEL-2. Synergy scores: CSS=4.47, Synergy_ZIP=-2.09, Synergy_Bliss=-1.94, Synergy_Loewe=-12.3, Synergy_HSA=-6.58. (4) Drug 1: CCC1=C2CN3C(=CC4=C(C3=O)COC(=O)C4(CC)O)C2=NC5=C1C=C(C=C5)O. Drug 2: CC1=C(N=C(N=C1N)C(CC(=O)N)NCC(C(=O)N)N)C(=O)NC(C(C2=CN=CN2)OC3C(C(C(C(O3)CO)O)O)OC4C(C(C(C(O4)CO)O)OC(=O)N)O)C(=O)NC(C)C(C(C)C(=O)NC(C(C)O)C(=O)NCCC5=NC(=CS5)C6=NC(=CS6)C(=O)NCCC[S+](C)C)O. Cell line: LOX IMVI. Synergy scores: CSS=42.4, Synergy_ZIP=-4.16, Synergy_Bliss=-3.49, Synergy_Loewe=0.743, Synergy_HSA=2.88. (5) Drug 1: CC1=C(C=C(C=C1)NC2=NC=CC(=N2)N(C)C3=CC4=NN(C(=C4C=C3)C)C)S(=O)(=O)N.Cl. Drug 2: CN(CC1=CN=C2C(=N1)C(=NC(=N2)N)N)C3=CC=C(C=C3)C(=O)NC(CCC(=O)O)C(=O)O. Cell line: BT-549. Synergy scores: CSS=8.59, Synergy_ZIP=1.45, Synergy_Bliss=1.55, Synergy_Loewe=-9.32, Synergy_HSA=-1.59. (6) Drug 1: CC1=C(C=C(C=C1)NC2=NC=CC(=N2)N(C)C3=CC4=NN(C(=C4C=C3)C)C)S(=O)(=O)N.Cl. Drug 2: CC12CCC3C(C1CCC2=O)CC(=C)C4=CC(=O)C=CC34C. Cell line: MDA-MB-231. Synergy scores: CSS=11.0, Synergy_ZIP=-1.54, Synergy_Bliss=-7.96, Synergy_Loewe=-6.88, Synergy_HSA=-6.48.